This data is from Reaction yield outcomes from USPTO patents with 853,638 reactions. The task is: Predict the reaction yield, written as a fraction of the theoretical maximum amount of product (1.0 means a 100% yield; for example, 0.34 means a 34% yield). (1) The reactants are C[Mg]Br.[CH2:4](OCC)C.[N:9]1([C:18]2[S:22][C:21]([CH:23]=[O:24])=[C:20]([O:25][CH2:26][C:27]3[CH:32]=[CH:31][CH:30]=[CH:29][C:28]=3[CH3:33])[CH:19]=2)[C:13]2[CH:14]=[CH:15][CH:16]=[CH:17][C:12]=2[N:11]=[CH:10]1. The catalyst is ClCCl. The product is [N:9]1([C:18]2[S:22][C:21]([CH:23]([OH:24])[CH3:4])=[C:20]([O:25][CH2:26][C:27]3[CH:32]=[CH:31][CH:30]=[CH:29][C:28]=3[CH3:33])[CH:19]=2)[C:13]2[CH:14]=[CH:15][CH:16]=[CH:17][C:12]=2[N:11]=[CH:10]1. The yield is 0.980. (2) The reactants are [CH:1]([O:4][C:5]1[CH:9]=[C:8]([CH2:10][CH2:11][C:12](OCC)=[O:13])[N:7]([CH2:17][C:18]2[CH:23]=[CH:22][C:21]([C:24]([F:27])([F:26])[F:25])=[CH:20][C:19]=2[CH3:28])[N:6]=1)([CH3:3])[CH3:2].[H-].C([Al+]CC(C)C)C(C)C.CO.[C@H](O)(C([O-])=O)[C@@H](O)C([O-])=O.[Na+].[K+]. The catalyst is O1CCCC1.C1(C)C=CC=CC=1. The product is [CH:1]([O:4][C:5]1[CH:9]=[C:8]([CH2:10][CH2:11][CH2:12][OH:13])[N:7]([CH2:17][C:18]2[CH:23]=[CH:22][C:21]([C:24]([F:26])([F:27])[F:25])=[CH:20][C:19]=2[CH3:28])[N:6]=1)([CH3:2])[CH3:3]. The yield is 0.840. (3) The reactants are C([O-])([O-])=O.[Na+].[Na+].Br[C:8]1[CH:9]=[N:10][N:11]2[CH:16]=[C:15]([C:17]3[CH:22]=[CH:21][C:20]([O:23][CH2:24][CH2:25][N:26]4[CH2:31][CH2:30][CH2:29][CH2:28][CH2:27]4)=[CH:19][CH:18]=3)[CH:14]=[N:13][C:12]=12.CC1(C)C(C)(C)OB([C:40]2[CH:41]=[C:42]([C:45]([O:47][CH3:48])=[O:46])[S:43][CH:44]=2)O1.B([O-])[O-]. The catalyst is C1C=CC([P]([Pd]([P](C2C=CC=CC=2)(C2C=CC=CC=2)C2C=CC=CC=2)([P](C2C=CC=CC=2)(C2C=CC=CC=2)C2C=CC=CC=2)[P](C2C=CC=CC=2)(C2C=CC=CC=2)C2C=CC=CC=2)(C2C=CC=CC=2)C2C=CC=CC=2)=CC=1.O.O1CCOCC1. The product is [N:26]1([CH2:25][CH2:24][O:23][C:20]2[CH:21]=[CH:22][C:17]([C:15]3[CH:14]=[N:13][C:12]4[N:11]([N:10]=[CH:9][C:8]=4[C:40]4[CH:41]=[C:42]([C:45]([O:47][CH3:48])=[O:46])[S:43][CH:44]=4)[CH:16]=3)=[CH:18][CH:19]=2)[CH2:31][CH2:30][CH2:29][CH2:28][CH2:27]1. The yield is 0.900. (4) The reactants are Cl.[NH2:2][C:3]([NH:5][C:6]1[S:7][C:8]([C:27]2[CH:32]=[CH:31][C:30]([O:33][CH3:34])=[CH:29][CH:28]=2)=[CH:9][C:10]=1[C:11]([NH:13][C@H:14]1[CH2:19][CH2:18][CH2:17][N:16](C(OC(C)(C)C)=O)[CH2:15]1)=[O:12])=[O:4]. The catalyst is CO.O1CCOCC1. The product is [NH2:2][C:3]([NH:5][C:6]1[S:7][C:8]([C:27]2[CH:28]=[CH:29][C:30]([O:33][CH3:34])=[CH:31][CH:32]=2)=[CH:9][C:10]=1[C:11]([NH:13][C@H:14]1[CH2:19][CH2:18][CH2:17][NH:16][CH2:15]1)=[O:12])=[O:4]. The yield is 0.850. (5) The reactants are [CH3:1][O:2][C:3]1[CH:4]=[C:5]2[C:10](=[CH:11][C:12]=1[O:13][CH3:14])[N:9]=[CH:8][CH:7]=[C:6]2[O:15][C:16]1[C:17]([OH:26])=[N:18][C:19]2[C:24]([CH:25]=1)=[CH:23][CH:22]=[CH:21][CH:20]=2.C(=O)([O-])[O-].[K+].[K+].[CH:33]1(Br)[CH2:37][CH2:36][CH2:35][CH2:34]1.O. The catalyst is CN(C)C=O. The product is [CH:33]1([O:26][C:17]2[C:16]([O:15][C:6]3[C:5]4[C:10](=[CH:11][C:12]([O:13][CH3:14])=[C:3]([O:2][CH3:1])[CH:4]=4)[N:9]=[CH:8][CH:7]=3)=[CH:25][C:24]3[C:19](=[CH:20][CH:21]=[CH:22][CH:23]=3)[N:18]=2)[CH2:37][CH2:36][CH2:35][CH2:34]1. The yield is 0.600. (6) The reactants are Br[C:2]1([NH:8][S:9]([C:12]2[CH:17]=[CH:16][C:15]([F:18])=[CH:14][C:13]=2[F:19])(=[O:11])=[O:10])[CH:7]=[CH:6][CH:5]=[N:4][CH2:3]1.[B:20]1([B:20]2[O:24][C:23]([CH3:26])([CH3:25])[C:22]([CH3:28])([CH3:27])[O:21]2)[O:24][C:23]([CH3:26])([CH3:25])[C:22]([CH3:28])([CH3:27])[O:21]1.C([O-])(=[O:40])C.[K+]. The catalyst is O1CCOCC1. The product is [F:19][C:13]1[CH:14]=[C:15]([F:18])[CH:16]=[CH:17][C:12]=1[S:9]([NH:8][C:2]1([OH:40])[CH:7]=[C:6]([B:20]2[O:24][C:23]([CH3:26])([CH3:25])[C:22]([CH3:28])([CH3:27])[O:21]2)[CH:5]=[N:4][CH2:3]1)(=[O:11])=[O:10]. The yield is 0.970.